Dataset: Peptide-MHC class II binding affinity with 134,281 pairs from IEDB. Task: Regression. Given a peptide amino acid sequence and an MHC pseudo amino acid sequence, predict their binding affinity value. This is MHC class II binding data. (1) The peptide sequence is AAYSDQATLLLNSPR. The MHC is DRB1_0101 with pseudo-sequence DRB1_0101. The binding affinity (normalized) is 0.0580. (2) The peptide sequence is ANWVMANMAPENVADASL. The MHC is DRB1_1501 with pseudo-sequence DRB1_1501. The binding affinity (normalized) is 0.217. (3) The peptide sequence is DILGLEDDLNELADI. The MHC is DRB1_0101 with pseudo-sequence DRB1_0101. The binding affinity (normalized) is 0.242. (4) The peptide sequence is YVDRFYKTLRAEQASQEV. The MHC is DRB1_1001 with pseudo-sequence DRB1_1001. The binding affinity (normalized) is 0.946.